This data is from CYP1A2 inhibition data for predicting drug metabolism from PubChem BioAssay. The task is: Regression/Classification. Given a drug SMILES string, predict its absorption, distribution, metabolism, or excretion properties. Task type varies by dataset: regression for continuous measurements (e.g., permeability, clearance, half-life) or binary classification for categorical outcomes (e.g., BBB penetration, CYP inhibition). Dataset: cyp1a2_veith. (1) The compound is CC(C)c1ccccc1-n1c(SCC(=O)N2CCN(c3ccccc3)CC2)nnc1-c1cccnc1. The result is 0 (non-inhibitor). (2) The result is 0 (non-inhibitor). The compound is O=C(NN1C(=O)c2ccccc2C1=O)C1CCCCC1. (3) The molecule is O=C(/C=C/c1ccccc1)N/C(=C/c1ccccc1)C(=O)Nc1ccccc1O. The result is 1 (inhibitor). (4) The result is 0 (non-inhibitor). The molecule is O=C1c2ccccc2N[C@H](c2cc(Cl)cc(Cl)c2O)N1CCc1ccccn1.